This data is from Full USPTO retrosynthesis dataset with 1.9M reactions from patents (1976-2016). The task is: Predict the reactants needed to synthesize the given product. Given the product [CH2:1]([CH:3]1[CH2:8][CH2:7][CH2:6][CH2:5][N:4]1[CH2:10][C:11]1[CH:12]=[CH:13][C:14]([C:15]([NH:17][C:18]2[CH:19]=[CH:20][C:21]([O:24][C:25](=[O:34])[N:26]([CH3:33])[C:27]3[CH:32]=[CH:31][CH:30]=[CH:29][CH:28]=3)=[N:22][CH:23]=2)=[O:16])=[CH:35][CH:36]=1)[CH3:2], predict the reactants needed to synthesize it. The reactants are: [CH2:1]([CH:3]1[CH2:8][CH2:7][CH2:6][CH2:5][NH:4]1)[CH3:2].Cl[CH2:10][C:11]1[CH:36]=[CH:35][C:14]([C:15]([NH:17][C:18]2[CH:19]=[CH:20][C:21]([O:24][C:25](=[O:34])[N:26]([CH3:33])[C:27]3[CH:32]=[CH:31][CH:30]=[CH:29][CH:28]=3)=[N:22][CH:23]=2)=[O:16])=[CH:13][CH:12]=1.[I-].[Na+].O.